Dataset: NCI-60 drug combinations with 297,098 pairs across 59 cell lines. Task: Regression. Given two drug SMILES strings and cell line genomic features, predict the synergy score measuring deviation from expected non-interaction effect. (1) Drug 1: C1=CC=C(C(=C1)C(C2=CC=C(C=C2)Cl)C(Cl)Cl)Cl. Drug 2: CN(CC1=CN=C2C(=N1)C(=NC(=N2)N)N)C3=CC=C(C=C3)C(=O)NC(CCC(=O)O)C(=O)O. Cell line: MOLT-4. Synergy scores: CSS=38.1, Synergy_ZIP=2.16, Synergy_Bliss=2.88, Synergy_Loewe=-56.9, Synergy_HSA=-1.17. (2) Drug 1: C1CCC(C1)C(CC#N)N2C=C(C=N2)C3=C4C=CNC4=NC=N3. Drug 2: COC1=C2C(=CC3=C1OC=C3)C=CC(=O)O2. Cell line: SNB-19. Synergy scores: CSS=-3.46, Synergy_ZIP=2.72, Synergy_Bliss=0.103, Synergy_Loewe=-2.76, Synergy_HSA=-3.41. (3) Drug 1: CC12CCC3C(C1CCC2=O)CC(=C)C4=CC(=O)C=CC34C. Drug 2: C1CCC(C(C1)N)N.C(=O)(C(=O)[O-])[O-].[Pt+4]. Cell line: UO-31. Synergy scores: CSS=23.8, Synergy_ZIP=-11.4, Synergy_Bliss=-8.14, Synergy_Loewe=-7.12, Synergy_HSA=-7.04. (4) Cell line: SW-620. Synergy scores: CSS=12.4, Synergy_ZIP=-6.54, Synergy_Bliss=-4.00, Synergy_Loewe=-7.45, Synergy_HSA=-3.33. Drug 1: CCC1(CC2CC(C3=C(CCN(C2)C1)C4=CC=CC=C4N3)(C5=C(C=C6C(=C5)C78CCN9C7C(C=CC9)(C(C(C8N6C=O)(C(=O)OC)O)OC(=O)C)CC)OC)C(=O)OC)O.OS(=O)(=O)O. Drug 2: C(CCl)NC(=O)N(CCCl)N=O. (5) Drug 1: CCN(CC)CCNC(=O)C1=C(NC(=C1C)C=C2C3=C(C=CC(=C3)F)NC2=O)C. Drug 2: CC1C(C(CC(O1)OC2CC(CC3=C2C(=C4C(=C3O)C(=O)C5=CC=CC=C5C4=O)O)(C(=O)C)O)N)O. Cell line: SF-268. Synergy scores: CSS=37.3, Synergy_ZIP=1.45, Synergy_Bliss=2.91, Synergy_Loewe=-25.1, Synergy_HSA=3.26.